This data is from Catalyst prediction with 721,799 reactions and 888 catalyst types from USPTO. The task is: Predict which catalyst facilitates the given reaction. (1) Reactant: [F:1][C:2]([F:8])([S:5]([O-:7])=[O:6])[CH2:3][OH:4].[CH2:9]([NH+:11]([CH2:14][CH3:15])[CH2:12][CH3:13])[CH3:10].[OH:16]O. Product: [F:1][C:2]([F:8])([S:5]([O-:16])(=[O:7])=[O:6])[CH2:3][OH:4].[CH2:9]([NH+:11]([CH2:14][CH3:15])[CH2:12][CH3:13])[CH3:10]. The catalyst class is: 6. (2) Reactant: [CH:1]1([C:4]2[N:5]=[CH:6][C:7]([O:10][C@H:11]3[CH2:19][N:14]4[CH2:15][CH2:16][NH:17][CH2:18][C@@H:13]4[CH2:12]3)=[N:8][CH:9]=2)[CH2:3][CH2:2]1.[F:20][C:21]([F:32])([F:31])[C:22]1[CH:27]=[CH:26][N:25]=[C:24]([C:28](O)=[O:29])[CH:23]=1.Cl.C(N=C=NCCCN(C)C)C.[OH2:45].[OH:46]N1C2C=CC=CC=2N=N1.CCN(C(C)C)C(C)C. Product: [CH:1]1([C:4]2[N:5]=[CH:6][C:7]([O:10][C@H:11]3[CH2:19][N:14]4[CH2:15][CH2:16][N:17]([C:28]([C:24]5[CH:23]=[C:22]([C:21]([F:32])([F:20])[F:31])[CH:27]=[CH:26][N:25]=5)=[O:29])[CH2:18][C@@H:13]4[CH2:12]3)=[N:8][CH:9]=2)[CH2:3][CH2:2]1.[F:20][C:21]([F:32])([F:31])[C:22]([OH:46])=[O:45]. The catalyst class is: 4. (3) Reactant: [CH3:1][Si:2]([CH3:28])([CH3:27])[CH2:3][CH2:4][O:5][CH2:6][N:7]1[C:11]2[N:12]=[CH:13][N:14]=[C:15]([C:16]3[CH:17]=[N:18][N:19]([CH:21]([CH2:25][CH3:26])[CH2:22][CH2:23][OH:24])[CH:20]=3)[C:10]=2[CH:9]=[CH:8]1.N1C=CC=CC=1.Cl[C:36]([O:38][CH3:39])=[O:37]. Product: [C:36](=[O:37])([O:24][CH2:23][CH2:22][CH:21]([N:19]1[CH:20]=[C:16]([C:15]2[C:10]3[CH:9]=[CH:8][N:7]([CH2:6][O:5][CH2:4][CH2:3][Si:2]([CH3:27])([CH3:1])[CH3:28])[C:11]=3[N:12]=[CH:13][N:14]=2)[CH:17]=[N:18]1)[CH2:25][CH3:26])[O:38][CH3:39]. The catalyst class is: 6. (4) Reactant: [CH3:1][N:2]1[CH2:9][C@@H:8]2[C@@H:4]([N:5]([C:10]3[CH:15]=[CH:14][C:13]([C:16]4[CH:21]=[CH:20][C:19]([N:22]5[C:27](=[O:28])[CH:26]=[CH:25][CH:24]=[N:23]5)=[CH:18][CH:17]=4)=[CH:12][CH:11]=3)[CH2:6][CH2:7]2)[CH2:3]1.[ClH:29]. Product: [ClH:29].[CH3:1][N:2]1[CH2:9][C@@H:8]2[C@@H:4]([N:5]([C:10]3[CH:15]=[CH:14][C:13]([C:16]4[CH:21]=[CH:20][C:19]([N:22]5[C:27](=[O:28])[CH:26]=[CH:25][CH:24]=[N:23]5)=[CH:18][CH:17]=4)=[CH:12][CH:11]=3)[CH2:6][CH2:7]2)[CH2:3]1. The catalyst class is: 5. (5) Reactant: C(O/[CH:4]=[CH:5]/[C:6](=O)[CH:7]([F:9])[F:8])C.[N+]([O-])(O)=O.[Br:15][C:16]1[CH:17]=[C:18]([NH:23][C:24]([NH2:26])=[NH:25])[CH:19]=[C:20]([CH3:22])[CH:21]=1.C(=O)([O-])[O-].[K+].[K+]. Product: [Br:15][C:16]1[CH:17]=[C:18]([NH:23][C:24]2[N:26]=[C:6]([CH:7]([F:8])[F:9])[CH:5]=[CH:4][N:25]=2)[CH:19]=[C:20]([CH3:22])[CH:21]=1. The catalyst class is: 14. (6) Reactant: C(Cl)CCl.Cl.[O:6]=[C:7]1[NH:13][C:12]2[N:14]=[CH:15][C:16]([CH:18]=[CH:19][C:20]([OH:22])=O)=[CH:17][C:11]=2[CH2:10][O:9][CH2:8]1.C1C=CC2N(O)N=NC=2C=1.[CH3:33][NH:34][C@@H:35]([C:37]1[S:41][C:40]2[CH:42]=[CH:43][CH:44]=[CH:45][C:39]=2[C:38]=1[CH3:46])[CH3:36].C(N(C(C)C)C(C)C)C. Product: [CH3:33][N:34]([CH:35]([C:37]1[S:41][C:40]2[CH:42]=[CH:43][CH:44]=[CH:45][C:39]=2[C:38]=1[CH3:46])[CH3:36])[C:20](=[O:22])[CH:19]=[CH:18][C:16]1[CH:15]=[N:14][C:12]2[NH:13][C:7](=[O:6])[CH2:8][O:9][CH2:10][C:11]=2[CH:17]=1. The catalyst class is: 18. (7) Reactant: [CH2:1]([O:3][C:4]1[CH:5]=[C:6]([CH:9]=[CH:10][C:11]=1[O:12][CH3:13])[CH:7]=O)[CH3:2].[C:14]([S@:18]([NH2:20])=[O:19])([CH3:17])([CH3:16])[CH3:15].[Na+].[Cl-]. Product: [CH2:1]([O:3][C:4]1[CH:5]=[C:6]([CH:9]=[CH:10][C:11]=1[O:12][CH3:13])/[CH:7]=[N:20]/[S:18]([C:14]([CH3:17])([CH3:16])[CH3:15])=[O:19])[CH3:2]. The catalyst class is: 1.